This data is from Reaction yield outcomes from USPTO patents with 853,638 reactions. The task is: Predict the reaction yield, written as a fraction of the theoretical maximum amount of product (1.0 means a 100% yield; for example, 0.34 means a 34% yield). The reactants are [CH2:1]([O:3][C:4]([C:7]1[CH:11]=[C:10]([NH2:12])[N:9]([C:13]2[CH:18]=[CH:17][CH:16]=[CH:15][CH:14]=2)[N:8]=1)([CH3:6])[CH3:5])[CH3:2].Cl[C:20]([O:22][C:23]1[CH:28]=[CH:27][CH:26]=[CH:25][CH:24]=1)=[O:21].C([O-])([O-])=O.[K+].[K+]. The catalyst is C1COCC1. The product is [CH2:1]([O:3][C:4]([C:7]1[CH:11]=[C:10]([NH:12][C:20](=[O:21])[O:22][C:23]2[CH:28]=[CH:27][CH:26]=[CH:25][CH:24]=2)[N:9]([C:13]2[CH:18]=[CH:17][CH:16]=[CH:15][CH:14]=2)[N:8]=1)([CH3:6])[CH3:5])[CH3:2]. The yield is 0.930.